This data is from Reaction yield outcomes from USPTO patents with 853,638 reactions. The task is: Predict the reaction yield, written as a fraction of the theoretical maximum amount of product (1.0 means a 100% yield; for example, 0.34 means a 34% yield). (1) The reactants are Br[Zn][CH2:3][C:4]([O:6][CH2:7][CH3:8])=[O:5].[C:9]([C:12]1[CH:17]=[CH:16][CH:15]=[CH:14][CH:13]=1)(=[O:11])[CH3:10].Cl.C(OCC)(=O)C. The catalyst is C1COCC1. The product is [OH:11][C:9]([C:12]1[CH:17]=[CH:16][CH:15]=[CH:14][CH:13]=1)([CH3:10])[CH2:3][C:4]([O:6][CH2:7][CH3:8])=[O:5]. The yield is 0.960. (2) The reactants are [F:1][C:2]1[CH:3]=[C:4]([CH:6]=[CH:7][C:8]=1[N+:9]([O-:11])=[O:10])[NH2:5].[Br:12]N1C(=O)CCC1=O. The catalyst is C(OCC)(=O)C. The product is [Br:12][C:6]1[CH:7]=[C:8]([N+:9]([O-:11])=[O:10])[C:2]([F:1])=[CH:3][C:4]=1[NH2:5]. The yield is 0.500.